From a dataset of Full USPTO retrosynthesis dataset with 1.9M reactions from patents (1976-2016). Predict the reactants needed to synthesize the given product. Given the product [CH3:22][C:6]1[CH:5]=[CH:4][C:3]([NH:2][C:35]([C:34]2[CH:38]=[CH:39][C:31]([CH2:30][N:27]3[CH2:26][CH2:25][N:24]([CH3:23])[CH2:29][CH2:28]3)=[CH:32][CH:33]=2)=[O:36])=[CH:8][C:7]=1[NH:9][C:10]1[N:11]=[CH:12][CH:13]=[C:14]([C:16]2[CH:21]=[CH:20][CH:19]=[N:18][CH:17]=2)[N:15]=1, predict the reactants needed to synthesize it. The reactants are: Cl.[NH2:2][C:3]1[CH:4]=[CH:5][C:6]([CH3:22])=[C:7]([NH:9][C:10]2[N:15]=[C:14]([C:16]3[CH:17]=[N:18][CH:19]=[CH:20][CH:21]=3)[CH:13]=[CH:12][N:11]=2)[CH:8]=1.[CH3:23][N:24]1[CH2:29][CH2:28][N:27]([CH2:30][C:31]2[CH:39]=[CH:38][C:34]([C:35](Cl)=[O:36])=[CH:33][CH:32]=2)[CH2:26][CH2:25]1.